This data is from Forward reaction prediction with 1.9M reactions from USPTO patents (1976-2016). The task is: Predict the product of the given reaction. (1) Given the reactants [CH2:1]([N:3]1[C:7]([CH2:8][CH2:9][C:10]#[N:11])=[CH:6][C:5]([CH3:12])=[N:4]1)[CH3:2].Cl.C([O-])([O-])=O.[K+].[K+].Cl[C:21]([O:23][CH2:24][C:25]1[CH:30]=[CH:29][CH:28]=[CH:27][CH:26]=1)=[O:22], predict the reaction product. The product is: [CH2:24]([O:23][C:21](=[O:22])[NH:11][CH2:10][CH2:9][CH2:8][C:7]1[N:3]([CH2:1][CH3:2])[N:4]=[C:5]([CH3:12])[CH:6]=1)[C:25]1[CH:30]=[CH:29][CH:28]=[CH:27][CH:26]=1. (2) Given the reactants [Br:1][C:2]1[CH:3]=[C:4]([CH:6]=[C:7]([C:9]([F:12])([F:11])[F:10])[CH:8]=1)[NH2:5].[CH3:13][C:14](=O)[CH2:15][CH2:16][C:17](=O)[CH3:18].CC1C=CC(S(O)(=O)=O)=CC=1, predict the reaction product. The product is: [Br:1][C:2]1[CH:3]=[C:4]([N:5]2[C:17]([CH3:18])=[CH:16][CH:15]=[C:14]2[CH3:13])[CH:6]=[C:7]([C:9]([F:10])([F:11])[F:12])[CH:8]=1. (3) Given the reactants [C:1]([O:5][C:6](=[O:26])[CH2:7][C@H:8]1[CH2:13][C@@H:12]([CH2:14][O:15]C(=O)C2C=CC=CC=2)[O:11][C:10]([CH3:25])([CH3:24])[O:9]1)([CH3:4])([CH3:3])[CH3:2].[OH-].[Na+].Cl, predict the reaction product. The product is: [C:1]([O:5][C:6](=[O:26])[CH2:7][C@H:8]1[CH2:13][C@@H:12]([CH2:14][OH:15])[O:11][C:10]([CH3:25])([CH3:24])[O:9]1)([CH3:2])([CH3:4])[CH3:3].